Dataset: NCI-60 drug combinations with 297,098 pairs across 59 cell lines. Task: Regression. Given two drug SMILES strings and cell line genomic features, predict the synergy score measuring deviation from expected non-interaction effect. (1) Drug 1: CC1=C(C=C(C=C1)C(=O)NC2=CC(=CC(=C2)C(F)(F)F)N3C=C(N=C3)C)NC4=NC=CC(=N4)C5=CN=CC=C5. Drug 2: CNC(=O)C1=NC=CC(=C1)OC2=CC=C(C=C2)NC(=O)NC3=CC(=C(C=C3)Cl)C(F)(F)F. Cell line: HT29. Synergy scores: CSS=6.99, Synergy_ZIP=-2.30, Synergy_Bliss=-2.46, Synergy_Loewe=3.01, Synergy_HSA=-2.10. (2) Drug 1: CC=C1C(=O)NC(C(=O)OC2CC(=O)NC(C(=O)NC(CSSCCC=C2)C(=O)N1)C(C)C)C(C)C. Drug 2: CC(C)NC(=O)C1=CC=C(C=C1)CNNC.Cl. Cell line: T-47D. Synergy scores: CSS=23.0, Synergy_ZIP=5.37, Synergy_Bliss=3.53, Synergy_Loewe=-52.0, Synergy_HSA=0.0628. (3) Drug 1: CC12CCC(CC1=CCC3C2CCC4(C3CC=C4C5=CN=CC=C5)C)O. Drug 2: CC1CCC2CC(C(=CC=CC=CC(CC(C(=O)C(C(C(=CC(C(=O)CC(OC(=O)C3CCCCN3C(=O)C(=O)C1(O2)O)C(C)CC4CCC(C(C4)OC)O)C)C)O)OC)C)C)C)OC. Cell line: SNB-75. Synergy scores: CSS=17.4, Synergy_ZIP=-0.556, Synergy_Bliss=3.96, Synergy_Loewe=-6.19, Synergy_HSA=3.77. (4) Drug 1: C1C(C(OC1N2C=NC3=C(N=C(N=C32)Cl)N)CO)O. Drug 2: C#CCC(CC1=CN=C2C(=N1)C(=NC(=N2)N)N)C3=CC=C(C=C3)C(=O)NC(CCC(=O)O)C(=O)O. Cell line: PC-3. Synergy scores: CSS=63.9, Synergy_ZIP=-0.176, Synergy_Bliss=-19.3, Synergy_Loewe=18.2, Synergy_HSA=-16.4. (5) Drug 1: CC1C(C(CC(O1)OC2CC(CC3=C2C(=C4C(=C3O)C(=O)C5=C(C4=O)C(=CC=C5)OC)O)(C(=O)C)O)N)O.Cl. Drug 2: C1C(C(OC1N2C=NC(=NC2=O)N)CO)O. Cell line: CAKI-1. Synergy scores: CSS=38.4, Synergy_ZIP=-11.1, Synergy_Bliss=-4.58, Synergy_Loewe=0.340, Synergy_HSA=0.821. (6) Drug 1: C1=CC(=CC=C1CCC2=CNC3=C2C(=O)NC(=N3)N)C(=O)NC(CCC(=O)O)C(=O)O. Drug 2: C1CN(P(=O)(OC1)NCCCl)CCCl. Cell line: SF-295. Synergy scores: CSS=31.6, Synergy_ZIP=1.45, Synergy_Bliss=2.05, Synergy_Loewe=-22.5, Synergy_HSA=2.27.